This data is from Forward reaction prediction with 1.9M reactions from USPTO patents (1976-2016). The task is: Predict the product of the given reaction. (1) Given the reactants [C:1]([O:5][C:6]([N:8]1[CH2:13][CH2:12][C:11](=[CH2:14])[CH2:10][C@@H:9]1[C:15]([O:17][CH3:18])=[O:16])=[O:7])([CH3:4])([CH3:3])[CH3:2].[N+](=[CH2:21])=[N-].C(O)(=O)C, predict the reaction product. The product is: [C:1]([O:5][C:6]([N:8]1[CH2:13][CH2:12][C:11]2([CH2:21][CH2:14]2)[CH2:10][C@@H:9]1[C:15]([O:17][CH3:18])=[O:16])=[O:7])([CH3:4])([CH3:3])[CH3:2]. (2) Given the reactants [N:1]1([CH2:7][CH2:8][CH2:9][O:10][C:11]2[CH:16]=[CH:15][C:14]([N:17]3[CH2:22][CH2:21][NH:20][CH2:19][CH2:18]3)=[CH:13][CH:12]=2)[CH2:6][CH2:5][CH2:4][CH2:3][CH2:2]1.[C:23]([Cl:26])([Cl:25])=[O:24], predict the reaction product. The product is: [ClH:25].[N:1]1([CH2:7][CH2:8][CH2:9][O:10][C:11]2[CH:16]=[CH:15][C:14]([N:17]3[CH2:18][CH2:19][N:20]([C:23]([Cl:26])=[O:24])[CH2:21][CH2:22]3)=[CH:13][CH:12]=2)[CH2:6][CH2:5][CH2:4][CH2:3][CH2:2]1. (3) Given the reactants [H-].[Na+].[C:3]([O:7][CH2:8][CH3:9])(=[O:6])[CH2:4][OH:5].[Br:10][C:11]1[CH:12]=[C:13]([N+:18]([O-:20])=[O:19])[C:14](Cl)=[N:15][CH:16]=1.C(=O)([O-])O.[Na+], predict the reaction product. The product is: [CH2:8]([O:7][C:3](=[O:6])[CH2:4][O:5][C:14]1[C:13]([N+:18]([O-:20])=[O:19])=[CH:12][C:11]([Br:10])=[CH:16][N:15]=1)[CH3:9].